The task is: Predict the product of the given reaction.. This data is from Forward reaction prediction with 1.9M reactions from USPTO patents (1976-2016). (1) Given the reactants [OH:1][N:2]1[C:7]([CH3:9])([CH3:8])[CH2:6][CH2:5][CH2:4][C:3]1([CH3:11])[CH3:10].N(OC(C)(C)C)=O.[N+:19]([C:22]1[CH:28]=[C:27]([Cl:29])[CH:26]=[CH:25][C:23]=1N)([O-:21])=[O:20], predict the reaction product. The product is: [N+:19]([C:22]1[CH:28]=[C:27]([Cl:29])[CH:26]=[CH:25][C:23]=1[O:1][N:2]1[C:7]([CH3:9])([CH3:8])[CH2:6][CH2:5][CH2:4][C:3]1([CH3:11])[CH3:10])([O-:21])=[O:20]. (2) Given the reactants COC1C=C(OC)C=CC=1C[N:6]1[C:15]2[C:14]3[CH:16]=[C:17]4[O:22][CH2:21][O:20][C:18]4=[CH:19][C:13]=3[CH2:12][CH:11]([CH3:23])[C:10]=2[C:9]([OH:24])=[C:8]([C:25]([O:27]C)=[O:26])[C:7]1=[O:29].[I-].[Li+], predict the reaction product. The product is: [OH:24][C:9]1[C:10]2[CH:11]([CH3:23])[CH2:12][C:13]3[CH:19]=[C:18]4[O:20][CH2:21][O:22][C:17]4=[CH:16][C:14]=3[C:15]=2[NH:6][C:7](=[O:29])[C:8]=1[C:25]([OH:27])=[O:26]. (3) The product is: [Cl:1][C:2]1[CH:3]=[C:4]([NH2:18])[C:5]([NH:8][C@@H:9]2[CH2:13][CH2:12][S:11](=[O:14])(=[O:15])[C:10]2([CH3:16])[CH3:17])=[CH:6][CH:7]=1. Given the reactants [Cl:1][C:2]1[CH:7]=[CH:6][C:5]([NH:8][C@@H:9]2[CH2:13][CH2:12][S:11](=[O:15])(=[O:14])[C:10]2([CH3:17])[CH3:16])=[C:4]([N+:18]([O-])=O)[CH:3]=1, predict the reaction product. (4) Given the reactants I(C1C=CC=CC=1C(O)=O)(=O)=O.[NH2:13][C:14]([NH:16][C:17]1[NH:18][C:19]2[C:24]([C:25]=1[C:26]([NH2:28])=[O:27])=[CH:23][CH:22]=[C:21]([CH2:29][OH:30])[CH:20]=2)=[O:15].O, predict the reaction product. The product is: [NH2:13][C:14]([NH:16][C:17]1[NH:18][C:19]2[C:24]([C:25]=1[C:26]([NH2:28])=[O:27])=[CH:23][CH:22]=[C:21]([CH:29]=[O:30])[CH:20]=2)=[O:15].